The task is: Regression/Classification. Given a drug SMILES string, predict its absorption, distribution, metabolism, or excretion properties. Task type varies by dataset: regression for continuous measurements (e.g., permeability, clearance, half-life) or binary classification for categorical outcomes (e.g., BBB penetration, CYP inhibition). Dataset: cyp2c19_veith.. This data is from CYP2C19 inhibition data for predicting drug metabolism from PubChem BioAssay. (1) The molecule is CC[C@]1(C2=NCCN2)Cc2ccccc2O1. The result is 0 (non-inhibitor). (2) The drug is COc1ccc(OC)c(NC(=O)CC(Cc2ccccc2OC)C(=O)O)c1. The result is 0 (non-inhibitor).